This data is from Catalyst prediction with 721,799 reactions and 888 catalyst types from USPTO. The task is: Predict which catalyst facilitates the given reaction. Reactant: [CH3:1][O:2][C:3](=[O:16])[C:4]1[CH:9]=[CH:8][C:7]([C:10]([F:13])([F:12])[F:11])=[N:6][C:5]=1[NH:14][NH2:15].[CH2:17]1C[O:20][CH2:19][CH2:18]1.C(N(CC)CC)C.C(Cl)(=O)CC. Product: [CH3:1][O:2][C:3](=[O:16])[C:4]1[CH:9]=[CH:8][C:7]([C:10]([F:13])([F:12])[F:11])=[N:6][C:5]=1[NH:14][NH:15][C:19](=[O:20])[CH2:18][CH3:17]. The catalyst class is: 6.